Token-level Classification. Given an antigen amino acid sequence, predict which amino acid positions are active epitope sites capable of antibody binding. Output is a list of indices for active positions. From a dataset of B-cell epitopes from IEDB database with 3,159 antigens for binding position prediction. (1) Given the antigen sequence: MKKSKKTSKKVIDPHVPHEYKGAPIENSVYKTAARAVSLVHAVIESFGKNIQCFRNLIICSYKYRRMLRTTANKFDEIYDMLKAVVHEILNTFDLRVTIFNVFWLREWTEFNYRLTGSIGRFSINITKNTVSLFLNMYKHLKDISNVHMPDLIKRVYCLDNKYKVQAVECSEEVDAQNVVYRYSLLELIELDFYVYYKENFYLYNTIWPVEIKNKSPLLTTDSKGRVVIPWIVFGNSFNFYLYVFNNLALFEWFVFEVKSFLVYVSGLIKWLNIIEDKHVTIRYMCCAYSLKNLAGVVKKGIFYLGNKVPKVVEKGLPCLPNVQNVACRIVDIDMIEQNDVVENVAVENAVVENVVVENVVVEHIVAEKVEKKVEDELMENIVKDWRISLYDKSKIIALLALLYNENESNGDEYLDVNRERIINLLFFLYKKYIDKKDLELSTKSKITDILCLLYSVDSTTNEDNKLMRKNIIEILSVLLKKKYKNEPFFTIKRKKVIDL..., which amino acid positions are active epitope sites? The epitope positions are: [4355, 4356, 4357, 4358, 4359, 4360, 4361, 4362]. The amino acids at these positions are: NKNDNKND. (2) Given the antigen sequence: MGLEALVPLAVIVAIFLLLVDLMHRRQRWAARYPPGPLPLPGLGNLLHVDFQNTPYCFDQLRRRFGDVFSLQLAWTPVVVLNGLAAVREALVTHGEDTADRPPVPITQILGFGPRSQGVFLARYGPAWREQRRFSVSTLRNLGLGKKSLEQWVTEEAACLCAAFANHSGRPFRPNGLLDKAVSNVIASLTCGRRFEYDDPRFLRLLDLAQEGLKEESGFLREVLNAVPVLLHIPALAGKVLRFQKAFLTQLDELLTEHRMTWDPAQPPRDLTEAFLAEMEKAKGNPESSFNDENLRIVVADLFSAGMVTTSTTLAWGLLLMILHPDVQRRVQQEIDDVIGQVRRPEMGDQAHMPYTTAVIHEVQRFGDIVPLGMTHMTSRDIEVQGFRIPKGTTLITNLSSVLKDEAVWEKPFRFHPEHFLDAQGHFVKPEAFLPFSAGRRACLGEPLARMELFLFFTSLLQHFSFSVPTGQPRPSHHGVFAFLVSPSPYELCAVPR, which amino acid positions are active epitope sites? The epitope positions are: [234, 235, 236, 237, 238, 239, 240, 241, 242]. The amino acids at these positions are: ALAGKVLRF. (3) The epitope positions are: [281, 282, 283, 284, 285, 286, 287, 288, 289, 290, 291, 292, 293, 294, 295, 296, 297, 298, 299, 300]. The amino acids at these positions are: YVFYSGNGPKASGGDYCIQS. Given the antigen sequence: MEAALLVCQYTIQSLIHLTGEDPGFFNVEIPEFPFYPTCNVCTADVNVTINFDVGGKKHQLDLDFGQLTPHTKAVYQPRGAFGGSENATNLFLLELLGAGELALTMRSKKLPINVTTGEEQQVSLESVDVYFQDVFGTMWCHHAEMQNPVYLIPETVPYIKWDNCNSTNITAVVRAQGLDVTLPLSLPTSAQDSNFSVKTEMLGNEIDIECIMEDGEISQVLPGDNKFNITCSGYESHVPSGGILTSTSPVATPIPGTGYAYSLRLTPRPVSRFLGNNSILYVFYSGNGPKASGGDYCIQSNIVFSDEIPASQDMPTNTTDITYVGDNATYSVPMVTSEDANSPNVTVTAFWAWPNNTETDFKCKWTLTSGTPSGCENISGAFASNRTFDITVSGLGTAPKTLIITRTATNATTTTHKVIFSKAPESTTTSPTLNTTGFADPNTTTGLPSSTHVPTNLTAPASTGPTVSTADVTSPTPAGTTSGASPVTPSPSPWDNGTE..., which amino acid positions are active epitope sites? (4) Given the antigen sequence: MGACGSKGSTSDKGLASDKDGKNAKDRKEAWERIRQAIPREKTAEAKQRRIELFKKFDKNETGKLCYDEVHSGCLEVLKLDEFTPRVRDITKRAFDKARALGSKLENKGSEDFVEFLEFRLMLCYIYDFFELTVMFDEIDASGNMLVDEEELKRAVPKLEAWGAKVEDPAALFKELDKNGTGSVTFDEFAAWASAVKLDADGDPDNVPEKA, which amino acid positions are active epitope sites? The epitope positions are: [108, 109, 110, 111, 112, 113, 114, 115, 116, 117, 118, 119, 120, 121, 122, 123]. The amino acids at these positions are: GSEDFVEFLEFRLMLC. (5) Given the antigen sequence: MSTNPKPQRKTKRNTNRRPMDVKFPGGGQIVGGVYLLPRRGPRLGVRATRKTSERSQPRGRRQPIPKARRSEGRSWAQPGYPWPLYGNEGCGWAGWLLSPRGSRPSWGPNDPRRRSRNLGKVIDTLTCGFADLMGYIPLVGAPVGGVARALAHGVRAVEDGINYATGNLPGCSFSIFLLALLSCLTVPASAINYRNXSGIYHVTNDCPNSSIVYEADHHILHLPGCVPCVXQGNQSRCWVALTPTVAAPYIGAPLESLRSHVDLMVGAATVCSALYIGDVCGGLFLVGQMFSFRPRRHWTTQDCNCSIYTGHITGHRMAWDMMMNWSPTTTLVLAQVMRIPGTLVDLLAGGHWGVLVGVAYYSMQANWAKVILVLFLFAGVDASTYTTGGVAGRGASQLTSLFTAGSAQNLQLINSNGSWHINRTALNCNDSLNTGFLASLFYAHKFNSSGCPARLASCQSLDNFAQGWGPLKAANISGPSNDRPYCWHYAPRPCGIVQA..., which amino acid positions are active epitope sites? The epitope positions are: [1645, 1646, 1647, 1648, 1649, 1650, 1651, 1652, 1653, 1654, 1655, 1656, 1657, 1658]. The amino acids at these positions are: MACMSADLEVVTST. (6) Given the antigen sequence: MSTNPKPQRKTKRNTYRRPQDVKFPGGGQIVGGVYVLPRRGPTLGVRATRKTSERSQPRGRRQPIPKARRPEGRAWAQPGYPWPLYGNEGLGWAGWLLSPRGSRPSWGPTDPRRRSRNLGKVIDTLTCGFADLMGYIPLVGAPLGGAARALAHGVRVLEDGVNYATGNLPGCSFSIFLLALLSCLTIPASAYQVRNASGLYHVTNDCSNSSIVYEAAGMIMHTPGCVPCVRENNASRCWVALTPTLAARNTSIPTTTIRRHVDLLVGAAAFCSAMYVGDLCGSVFLVSQLFTFSPRRYETVQDCNCSIYPGHVSGHRMAWDMMMNWSPTTALVVSQLLRIPQAVVDMVAGAHWGVLAGLAYYSMVGNWAKVLIVMLLFAGVDGVTYTTGGSQARHTQSVTSFFTQGPAQRIQLINTNGSWHINRTALNCNESLNTGFFAALFYAHKFNSSGCPERMASCSSIDKFAQGWGPITYTEPRDLDQRPYCWHYAPRQCGIVPAS..., which amino acid positions are active epitope sites? The epitope positions are: [2273, 2274, 2275, 2276, 2277, 2278, 2279, 2280, 2281, 2282, 2283, 2284, 2285, 2286]. The amino acids at these positions are: ILRKSKKFPPALPI. (7) Given the antigen sequence: QSALTQPPSASGSLGQSVTISCTGTSSDVGGYNYVSWYQQHAGKAPKVIIYEVNKRPSGVPDRFSGSKSGNTASLTVSGLQAEDEADYYCSSYEGSDNFVFGTGTKVTVLG, which amino acid positions are active epitope sites? The epitope positions are: [22, 23, 24, 25, 26, 27, 28, 29, 30, 31, 32, 33, 34, 35, 36, 37]. The amino acids at these positions are: TGTSSDVGGYNYVSWY. (8) Given the antigen sequence: MKIIFFLCSFLFFIINTQCVTHESYQELVKKLEALEDAVLTGYSLFQKEKMVLNEGTSGTAVTTSTPGSKGSVASGGSGGSVASGGSVASGGSVASGGSVASGGSGNSRRTNPSDNSSDSDAKSYADLKHRVRNYLLTIKELKYPQLFDLTNHMLTLCDNIHGFKYLIDGYEEINELLYKLNFYFDLLRAKLNDVCANDYCQIPFNLKIRANELDVLKKLVFGYRKPLDNIKDNVGKMEDYIKKNKKTIENINELIEESKKTIDKNKNATKEEEKKKLYQAQYDLSIYNKQLEEAHNLISVLEKRIDTLKKNENIKELLDKINEIKNPPPANSGNTPNTLLDKNKKIEEHEKEIKEIAKTIKFNIDSLFTDPLELEYYLREKNKNIDISAKVETKESTEPNEYPNGVTYPLSYNDINNALNELNSFGDLINPFDYTKEPSKNIYTDNERKKFINEIKEKIKIEKKKIESDKKSYEDRSKSLNDITKEYEKLLNEIYDSKF..., which amino acid positions are active epitope sites? The epitope positions are: [71, 72, 73, 74, 75, 76, 77, 78, 79, 80, 81, 82, 83, 84, 85]. The amino acids at these positions are: SVASGGSGGSVASGG. (9) The epitope positions are: [33, 34, 35, 36, 37, 38, 39, 40, 41, 42, 43, 44, 45, 46, 47, 48]. The amino acids at these positions are: EWSGHDVTEIPNRRMF. Given the antigen sequence: MEELVIPVITRQFDKKLVGRYDYVIELTEPEDGEWSGHDVTEIPNRRMFDIKQQNIREAIEYKPVDNDGEVLPRILDMSIACYDMKKSMMKKDRVDFVSNTRWLEWMIGDSMDVQPLRVQLKEDHSTIQYGMFSNTLHIDSRKADTTSYHTIAVESKGERGCCHVHTAIWNHMVRNHLFNAVQEACYVFKPTYDLIVIGEKQNREDEFRIGEHNFYTITRNHHMRLGDNAYNQFMKGLVQLRVAGVTPNAIREEMAALDAIRDTWIGGNFERTHIKSLEICKLLSSIGRKMVNMEEEPKDERDLSVKFQFKLDDKFSTTDPERNVIFTHKTHRTNQDRFYVLLMIAASDTNNGRVWWSNPYPCLRGALIASECKLGDVYHKLRAWYEWSVRPEYKPRDLEREQEKYIVGRVNLFDLEGEPATKVFHWEYELINKVYQITNHTGNHCDLYPDDVEITAKFDEEEYGEMIQMIINEGWKHGDFKMFKILKEEGNPLLYDLEK..., which amino acid positions are active epitope sites? (10) The epitope positions are: [635, 636, 637, 638, 639, 640, 641, 642]. The amino acids at these positions are: DPDIGQSK. Given the antigen sequence: MDRGTRRIWVSQNQGDTDLDYHKILTAGLTVQQGIVRQKIISVYLVDNLEAMCQLVIQAFEAGIDFQENADSFLLMLCLHHAYQGDYKLFLESNAVQYLEGHGFKFELRKKDGVNRLEELLPAATSGKNIRRTLAALPEEETTEANAGQFLSFASLFLPKLVVGEKACLEKVQRQIQVHAEQGLIQYPTAWQSVGHMMVIFRLMRTNFLIKYLLIHQGMHMVAGHDANDAVIANSVAQARFSGLLIVKTVLDHILQKTDQGVRLHPLARTAKVRNEVNAFKAALSSLAKHGEYAPFARLLNLSGVNNLEHGLYPQLSAIALGVATAHGSTLAGVNVGEQYQQLREAATEAEKQLQQYAESRELDSLGLDDQERRILMNFHQKKNEISFQQTNAMVTLRKERLAKLTEAITLASRPNLGSRQDDGNEIPFPGPISNNPDQDHLEDDPRDSRDTIIPNGAIDPEDGDFENYNGYHDDEVGTAGDLVLFDLDDHEDDNKAFEP..., which amino acid positions are active epitope sites?